This data is from Catalyst prediction with 721,799 reactions and 888 catalyst types from USPTO. The task is: Predict which catalyst facilitates the given reaction. (1) Reactant: [F:1][C:2]1[CH:7]=[C:6]([OH:8])[CH:5]=[C:4]([F:9])[C:3]=1[C:10]1[N:15]=[C:14]([C:16]([O:18][CH3:19])=[O:17])[CH:13]=[CH:12][C:11]=1[F:20].[O:21]1[CH2:25][CH2:24][C@@H:23](O)[CH2:22]1.C1(P(C2C=CC=CC=2)C2C=CC=CC=2)C=CC=CC=1.CC(OC(/N=N/C(OC(C)C)=O)=O)C. Product: [F:1][C:2]1[CH:7]=[C:6]([O:8][C@H:23]2[CH2:24][CH2:25][O:21][CH2:22]2)[CH:5]=[C:4]([F:9])[C:3]=1[C:10]1[N:15]=[C:14]([C:16]([O:18][CH3:19])=[O:17])[CH:13]=[CH:12][C:11]=1[F:20]. The catalyst class is: 1. (2) Reactant: Cl.[C:2]1(=[O:13])[C:7]2([CH2:12][CH2:11][CH2:10][NH:9][CH2:8]2)[CH2:6][CH2:5][CH2:4][NH:3]1.C(N(CC)CC)C.[F:21][C:22]([F:38])([F:37])[C:23]1[CH:24]=[C:25]([S:33](Cl)(=[O:35])=[O:34])[CH:26]=[C:27]([C:29]([F:32])([F:31])[F:30])[CH:28]=1. Product: [F:32][C:29]([F:30])([F:31])[C:27]1[CH:26]=[C:25]([S:33]([N:9]2[CH2:10][CH2:11][CH2:12][C:7]3([C:2](=[O:13])[NH:3][CH2:4][CH2:5][CH2:6]3)[CH2:8]2)(=[O:34])=[O:35])[CH:24]=[C:23]([C:22]([F:38])([F:37])[F:21])[CH:28]=1. The catalyst class is: 4. (3) Reactant: [Cl-].[Cl:2][CH2:3][N+:4]([CH3:13])([CH3:12])[CH2:5][CH2:6][CH2:7][C:8]([O:10]C)=[O:9]. Product: [Cl:2][CH2:3][N+:4]([CH3:13])([CH3:12])[CH2:5][CH2:6][CH2:7][C:8]([O-:10])=[O:9]. The catalyst class is: 6. (4) Reactant: [C:1]([CH:4]1[N:9]([CH3:10])[CH2:8][CH2:7][N:6]([C:11]([O:13][C:14]([CH3:17])([CH3:16])[CH3:15])=[O:12])[CH2:5]1)(=O)[NH2:2].COC1C=CC(P2(SP(C3C=CC(OC)=CC=3)(=S)S2)=[S:27])=CC=1. Product: [C:1]([CH:4]1[N:9]([CH3:10])[CH2:8][CH2:7][N:6]([C:11]([O:13][C:14]([CH3:17])([CH3:16])[CH3:15])=[O:12])[CH2:5]1)(=[S:27])[NH2:2]. The catalyst class is: 11. (5) Reactant: [NH2:1][C:2]1[CH:10]=[CH:9][C:5]([C:6]([OH:8])=[O:7])=[CH:4][C:3]=1[O:11][C:12]([F:15])([F:14])[F:13].Cl.O1CCOC[CH2:18]1. Product: [NH2:1][C:2]1[CH:10]=[CH:9][C:5]([C:6]([O:8][CH3:18])=[O:7])=[CH:4][C:3]=1[O:11][C:12]([F:13])([F:14])[F:15]. The catalyst class is: 5. (6) Reactant: [OH:1][CH2:2][CH2:3][CH2:4][N:5]1[C:13]2[C:8](=[CH:9][C:10]([CH2:16][C@H:17]([NH:19][CH2:20][CH2:21][O:22][C:23]3[CH:28]=[CH:27][CH:26]=[CH:25][C:24]=3[O:29][CH2:30][C:31]([F:34])([F:33])[F:32])[CH3:18])=[CH:11][C:12]=2[C:14]#[N:15])[CH2:7][CH2:6]1.[OH-].[Na+].OO.S([O-])([O-])=[O:40].[Na+].[Na+]. Product: [OH:1][CH2:2][CH2:3][CH2:4][N:5]1[C:13]2[C:8](=[CH:9][C:10]([CH2:16][C@H:17]([NH:19][CH2:20][CH2:21][O:22][C:23]3[CH:28]=[CH:27][CH:26]=[CH:25][C:24]=3[O:29][CH2:30][C:31]([F:34])([F:32])[F:33])[CH3:18])=[CH:11][C:12]=2[C:14]([NH2:15])=[O:40])[CH2:7][CH2:6]1. The catalyst class is: 58.